The task is: Binary Classification. Given a T-cell receptor sequence (or CDR3 region) and an epitope sequence, predict whether binding occurs between them.. This data is from TCR-epitope binding with 47,182 pairs between 192 epitopes and 23,139 TCRs. (1) The TCR CDR3 sequence is CASSQSGAEAFF. The epitope is KAYNVTQAF. Result: 0 (the TCR does not bind to the epitope). (2) The epitope is FLYALALLL. The TCR CDR3 sequence is CASSPEGTGSYEQYF. Result: 0 (the TCR does not bind to the epitope). (3) The epitope is IVTDFSVIK. The TCR CDR3 sequence is CASSESAGGYYNEQFF. Result: 1 (the TCR binds to the epitope). (4) The epitope is LVLSVNPYV. The TCR CDR3 sequence is CASSQDGGQVPYEQYF. Result: 0 (the TCR does not bind to the epitope). (5) Result: 1 (the TCR binds to the epitope). The TCR CDR3 sequence is CASSQGTLSYEQYF. The epitope is EILDITPCSF. (6) The epitope is ITEEVGHTDLMAAY. The TCR CDR3 sequence is CASSYGLAESYEQYF. Result: 0 (the TCR does not bind to the epitope). (7) The TCR CDR3 sequence is CASSPTDSYEQYF. Result: 0 (the TCR does not bind to the epitope). The epitope is VTIAEILLI.